From a dataset of Catalyst prediction with 721,799 reactions and 888 catalyst types from USPTO. Predict which catalyst facilitates the given reaction. Reactant: [C:1](Cl)([C:14]1[CH:19]=[CH:18][CH:17]=[CH:16][CH:15]=1)([C:8]1[CH:13]=[CH:12][CH:11]=[CH:10][CH:9]=1)[C:2]1[CH:7]=[CH:6][CH:5]=[CH:4][CH:3]=1.[CH2:21]([OH:26])/[CH:22]=[CH:23]/[CH2:24][OH:25].CCCCCC.CCOC(C)=O.O. Product: [C:1]([O:25][CH2:24]/[CH:23]=[CH:22]/[CH2:21][OH:26])([C:14]1[CH:19]=[CH:18][CH:17]=[CH:16][CH:15]=1)([C:8]1[CH:13]=[CH:12][CH:11]=[CH:10][CH:9]=1)[C:2]1[CH:7]=[CH:6][CH:5]=[CH:4][CH:3]=1. The catalyst class is: 79.